From a dataset of Full USPTO retrosynthesis dataset with 1.9M reactions from patents (1976-2016). Predict the reactants needed to synthesize the given product. (1) Given the product [OH:17]/[N:16]=[C:1](/[CH:3]1[CH2:8][CH2:7][N:6]([C:9]([O:11][C:12]([CH3:15])([CH3:14])[CH3:13])=[O:10])[CH2:5][CH2:4]1)\[NH2:2], predict the reactants needed to synthesize it. The reactants are: [C:1]([CH:3]1[CH2:8][CH2:7][N:6]([C:9]([O:11][C:12]([CH3:15])([CH3:14])[CH3:13])=[O:10])[CH2:5][CH2:4]1)#[N:2].[NH2:16][OH:17]. (2) Given the product [CH3:5][OH:13].[NH4+:3].[OH-:33].[Cl:14][C:15]1[N:16]=[CH:17][N:18]([C:20]2[N:25]=[CH:24][N:23]=[C:22]([NH:26][C:27]3[O:13][C@:5]4([CH2:4][N:3]=3)[CH:10]3[CH2:9][CH2:8][N:7]([CH2:12][CH2:11]3)[CH2:6]4)[CH:21]=2)[CH:19]=1, predict the reactants needed to synthesize it. The reactants are: Cl.Cl.[NH2:3][CH2:4][C@@:5]1([OH:13])[CH:10]2[CH2:11][CH2:12][N:7]([CH2:8][CH2:9]2)[CH2:6]1.[Cl:14][C:15]1[N:16]=[CH:17][N:18]([C:20]2[N:25]=[CH:24][N:23]=[C:22]([N:26]=[C:27](SC)SC)[CH:21]=2)[CH:19]=1.C(=O)([O-])[O-:33].[Cs+].[Cs+].